Dataset: Forward reaction prediction with 1.9M reactions from USPTO patents (1976-2016). Task: Predict the product of the given reaction. (1) The product is: [OH:1][CH2:2][CH2:3][CH:4]1[C:9](=[O:10])[NH:8][C:7]([S:11][CH3:15])=[N:6][C:5]1=[O:12]. Given the reactants [OH:1][CH2:2][CH2:3][CH:4]1[C:9](=[O:10])[NH:8][C:7](=[S:11])[NH:6][C:5]1=[O:12].[Na].I[CH3:15], predict the reaction product. (2) Given the reactants Cl[CH2:2][C:3]1[S:7][CH:6]=[N:5][C:4]=1[CH3:8].[CH3:9][C:10]1[N:15]=[C:14]([SH:16])[N:13]=[C:12]([OH:17])[CH:11]=1.C(=O)([O-])[O-].[K+].[K+], predict the reaction product. The product is: [CH3:9][C:10]1[N:15]=[C:14]([S:16][CH2:2][C:3]2[S:7][CH:6]=[N:5][C:4]=2[CH3:8])[N:13]=[C:12]([OH:17])[CH:11]=1. (3) Given the reactants [Cl:1][C:2]1[C:7]([C:8]2[CH:13]=[CH:12][CH:11]=[CH:10][CH:9]=2)=[N:6][N:5]=[C:4]2[N:14]([CH3:24])[N:15]=[C:16]([C:17]3[CH:22]=[CH:21][CH:20]=[CH:19][C:18]=3C)[C:3]=12.[I:25]C1C=C(C=CC=1)C=O, predict the reaction product. The product is: [Cl:1][C:2]1[C:7]([C:8]2[CH:13]=[CH:12][CH:11]=[CH:10][CH:9]=2)=[N:6][N:5]=[C:4]2[N:14]([CH3:24])[N:15]=[C:16]([C:17]3[CH:22]=[CH:21][CH:20]=[C:19]([I:25])[CH:18]=3)[C:3]=12. (4) Given the reactants [NH2:1][C:2]1[CH:10]=[CH:9][CH:8]=[C:7]2[C:3]=1[CH:4]=[N:5][N:6]2[C:11]([C:20]1[CH:25]=[CH:24][C:23]([C:26]([F:29])([F:28])[F:27])=[CH:22][CH:21]=1)([CH2:16][CH:17]([F:19])[F:18])[C:12]([O:14][CH3:15])=[O:13].CN1CCOCC1.[CH3:37][S:38](Cl)(=[O:40])=[O:39], predict the reaction product. The product is: [F:19][CH:17]([F:18])[CH2:16][C:11]([N:6]1[C:7]2[C:3](=[C:2]([NH:1][S:38]([CH3:37])(=[O:40])=[O:39])[CH:10]=[CH:9][CH:8]=2)[CH:4]=[N:5]1)([C:20]1[CH:21]=[CH:22][C:23]([C:26]([F:28])([F:29])[F:27])=[CH:24][CH:25]=1)[C:12]([O:14][CH3:15])=[O:13]. (5) Given the reactants [Br:1][C:2]1[CH:3]=[C:4]([C:13]2[N:17]([C:18]3[CH:19]=[N:20][CH:21]=[C:22]([F:24])[CH:23]=3)[N:16]=[C:15]([C:25]([OH:27])=O)[CH:14]=2)[CH:5]=[C:6]([O:8][C:9]([F:12])([F:11])[F:10])[CH:7]=1.ClC1C=C(C2N(C3C=CC=CN=3)N=C(C([N:49]3[CH2:53][C:52](=[O:54])[NH:51][CH2:50]3)=O)C=2)C=C(F)C=1.Cl.N1C=CNC1=O, predict the reaction product. The product is: [Br:1][C:2]1[CH:3]=[C:4]([C:13]2[N:17]([C:18]3[CH:19]=[N:20][CH:21]=[C:22]([F:24])[CH:23]=3)[N:16]=[C:15]([C:25]([N:49]3[CH2:53][C:52](=[O:54])[NH:51][CH2:50]3)=[O:27])[CH:14]=2)[CH:5]=[C:6]([O:8][C:9]([F:10])([F:12])[F:11])[CH:7]=1. (6) Given the reactants Cl[C:2]1[CH:3]=[CH:4][C:5]([O:19][CH2:20][C:21]2[CH:26]=[CH:25][CH:24]=[CH:23][CH:22]=2)=[C:6]([CH2:8][C:9]2[S:10][CH:11]=[C:12]([C:14]([O:16][CH2:17][CH3:18])=[O:15])[N:13]=2)[CH:7]=1.[Br:27]C1C=CC(OCC2C=CC=CC=2)=C(CC(=S)N)C=1, predict the reaction product. The product is: [Br:27][C:2]1[CH:3]=[CH:4][C:5]([O:19][CH2:20][C:21]2[CH:26]=[CH:25][CH:24]=[CH:23][CH:22]=2)=[C:6]([CH2:8][C:9]2[S:10][CH:11]=[C:12]([C:14]([O:16][CH2:17][CH3:18])=[O:15])[N:13]=2)[CH:7]=1. (7) Given the reactants [CH:1]([C:4]1[CH:9]=[CH:8][C:7]([S:10]([NH:13][C:14]2[CH:15]=[N:16][C:17]([N:20]3[CH2:25][CH2:24][NH:23][CH2:22][CH2:21]3)=[CH:18][CH:19]=2)(=[O:12])=[O:11])=[CH:6][CH:5]=1)([CH3:3])[CH3:2].[CH:26]1([CH:32]=O)[CH2:31][CH2:30][CH2:29][CH2:28][CH2:27]1.C(O)(=O)C.C(O[BH-](OC(=O)C)OC(=O)C)(=O)C.[Na+].[Cl:52]CCl, predict the reaction product. The product is: [ClH:52].[CH:26]1([CH2:32][N:23]2[CH2:22][CH2:21][N:20]([C:17]3[N:16]=[CH:15][C:14]([NH:13][S:10]([C:7]4[CH:8]=[CH:9][C:4]([CH:1]([CH3:3])[CH3:2])=[CH:5][CH:6]=4)(=[O:11])=[O:12])=[CH:19][CH:18]=3)[CH2:25][CH2:24]2)[CH2:31][CH2:30][CH2:29][CH2:28][CH2:27]1.